From a dataset of hERG Central: cardiac toxicity at 1µM, 10µM, and general inhibition. Predict hERG channel inhibition at various concentrations. The drug is Cc1ccccc1C(O)(Cc1ccccc1)C1CN2CCC1CC2.Cl. Results: hERG_inhib (hERG inhibition (general)): blocker.